This data is from Catalyst prediction with 721,799 reactions and 888 catalyst types from USPTO. The task is: Predict which catalyst facilitates the given reaction. (1) Reactant: [I:1][C:2]1[S:6][C:5]([C:7]([O:9]C)=[O:8])=[C:4]([N:11]([C:15]([C@H:17]2[CH2:22][CH2:21][C@H:20]([CH3:23])[CH2:19][CH2:18]2)=[O:16])[CH:12]([CH3:14])[CH3:13])[CH:3]=1.C1COCC1.[OH-].[Na+]. Product: [I:1][C:2]1[S:6][C:5]([C:7]([OH:9])=[O:8])=[C:4]([N:11]([C:15]([CH:17]2[CH2:22][CH2:21][CH:20]([CH3:23])[CH2:19][CH2:18]2)=[O:16])[CH:12]([CH3:14])[CH3:13])[CH:3]=1. The catalyst class is: 5. (2) Reactant: [CH3:1][N:2]1[CH:6]=[C:5]([C:7]2[N:12]=[C:11]3[N:13]([CH2:16][C@@H:17]4[CH2:22][N:21]([C:23]5[N:28]=[CH:27][C:26]([C:29]6[CH:34]=[CH:33][C:32]([C:35]([N:37]7[CH2:42][CH2:41][N:40]([CH3:43])[CH2:39][CH2:38]7)=[O:36])=[CH:31][CH:30]=6)=[CH:25][N:24]=5)[CH2:20][CH2:19][O:18]4)[N:14]=[N:15][C:10]3=[N:9][CH:8]=2)[CH:4]=[N:3]1.[ClH:44]. Product: [ClH:44].[CH3:1][N:2]1[CH:6]=[C:5]([C:7]2[N:12]=[C:11]3[N:13]([CH2:16][C@@H:17]4[CH2:22][N:21]([C:23]5[N:24]=[CH:25][C:26]([C:29]6[CH:30]=[CH:31][C:32]([C:35]([N:37]7[CH2:42][CH2:41][N:40]([CH3:43])[CH2:39][CH2:38]7)=[O:36])=[CH:33][CH:34]=6)=[CH:27][N:28]=5)[CH2:20][CH2:19][O:18]4)[N:14]=[N:15][C:10]3=[N:9][CH:8]=2)[CH:4]=[N:3]1. The catalyst class is: 135. (3) Product: [Cl:1][C:2]1[CH:7]=[CH:6][C:5]([C:26]2[C:27]([C:28]([O:30][CH3:31])=[O:29])=[CH:32][C:33]([F:37])=[C:34]([F:36])[CH:35]=2)=[CH:4][C:3]=1[C:11]([NH:13][CH2:14][C:15]12[CH2:24][CH:19]3[CH2:20][CH:21]([CH2:23][CH:17]([CH2:18]3)[CH2:16]1)[CH2:22]2)=[O:12]. The catalyst class is: 189. Reactant: [Cl:1][C:2]1[CH:7]=[CH:6][C:5](B(O)O)=[CH:4][C:3]=1[C:11]([NH:13][CH2:14][C:15]12[CH2:24][CH:19]3[CH2:20][CH:21]([CH2:23][CH:17]([CH2:18]3)[CH2:16]1)[CH2:22]2)=[O:12].Br[C:26]1[CH:35]=[C:34]([F:36])[C:33]([F:37])=[CH:32][C:27]=1[C:28]([O:30][CH3:31])=[O:29].C(=O)([O-])[O-].[K+].[K+].O1CCCC1. (4) Reactant: [Cl:1][C:2]1[C:3](=[O:14])O[C:5](=[O:13])[C:6]=1[C:7]1[CH:12]=[CH:11][CH:10]=[CH:9][CH:8]=1.Cl.Cl.[CH3:17][N:18]([CH3:27])[C:19]1[CH:26]=[CH:25][C:22]([CH2:23][NH2:24])=[CH:21][CH:20]=1.C(N(CC)CC)C. Product: [Cl:1][C:2]1[C:3](=[O:14])[N:24]([CH2:23][C:22]2[CH:25]=[CH:26][C:19]([N:18]([CH3:27])[CH3:17])=[CH:20][CH:21]=2)[C:5](=[O:13])[C:6]=1[C:7]1[CH:8]=[CH:9][CH:10]=[CH:11][CH:12]=1. The catalyst class is: 15. (5) Reactant: C([O:5][C:6]([C:8]1[NH:9][C:10]([CH2:23][C:24]2[CH:29]=[CH:28][CH:27]=[CH:26][C:25]=2[Br:30])=[N:11][C:12](=[O:22])[C:13]=1[O:14][CH2:15][C:16]1[CH:21]=[CH:20][CH:19]=[CH:18][CH:17]=1)=[O:7])(C)(C)C.[Li+].[OH-].O. Product: [CH2:15]([O:14][C:13]1[C:12](=[O:22])[N:11]=[C:10]([CH2:23][C:24]2[CH:29]=[CH:28][CH:27]=[CH:26][C:25]=2[Br:30])[NH:9][C:8]=1[C:6]([OH:7])=[O:5])[C:16]1[CH:21]=[CH:20][CH:19]=[CH:18][CH:17]=1. The catalyst class is: 7. (6) Reactant: [Cl:1][C:2]1[N:3]=[C:4]([N:13]2[CH2:18][CH2:17][O:16][CH2:15][CH2:14]2)[C:5]2[S:10][C:9]([CH:11]=O)=[CH:8][C:6]=2[N:7]=1.[CH3:19][N:20]1[CH2:25][CH2:24][NH:23][CH2:22][CH2:21]1.C(O)(=O)C.C(O[BH-](OC(=O)C)OC(=O)C)(=O)C.[Na+]. Product: [Cl:1][C:2]1[N:3]=[C:4]([N:13]2[CH2:18][CH2:17][O:16][CH2:15][CH2:14]2)[C:5]2[S:10][C:9]([CH2:11][N:23]3[CH2:24][CH2:25][N:20]([CH3:19])[CH2:21][CH2:22]3)=[CH:8][C:6]=2[N:7]=1. The catalyst class is: 279. (7) Reactant: [NH:1]1[CH2:6][CH2:5][CH2:4][CH2:3][CH2:2]1.[CH:7]1([N:13]=[C:14]=[O:15])[CH2:12][CH2:11][CH2:10][CH2:9][CH2:8]1. Product: [CH:7]1([NH:13][C:14]([N:1]2[CH2:6][CH2:5][CH2:4][CH2:3][CH2:2]2)=[O:15])[CH2:12][CH2:11][CH2:10][CH2:9][CH2:8]1. The catalyst class is: 81. (8) Reactant: [CH:1](=O)/[CH:2]=[CH:3]/[CH3:4].[C:6]1([S:12]([C:15]#[N:16])(=[O:14])=[O:13])[CH:11]=[CH:10][CH:9]=[CH:8][CH:7]=1.C1(C)C=CC=CC=1.P(OCCCC)(OCCCC)(OCCCC)=O. Product: [C:6]1([S:12]([C:15]2[CH:4]=[CH:3][CH:2]=[CH:1][N:16]=2)(=[O:13])=[O:14])[CH:7]=[CH:8][CH:9]=[CH:10][CH:11]=1. The catalyst class is: 51.